From a dataset of Forward reaction prediction with 1.9M reactions from USPTO patents (1976-2016). Predict the product of the given reaction. Given the reactants CN(C(ON1N=NC2C=CC=NC1=2)=[N+](C)C)C.F[P-](F)(F)(F)(F)F.[Br:25][C:26]1[CH:27]=[C:28]([C:32]([OH:34])=O)[CH:29]=[N:30][CH:31]=1.CCN(C(C)C)C(C)C.[CH3:44][C@@H:45]1[NH:50][CH2:49][CH2:48][N:47]([S:51]([C:54]2[CH:59]=[CH:58][C:57]([C:60]([F:63])([F:62])[F:61])=[CH:56][CH:55]=2)(=[O:53])=[O:52])[CH2:46]1, predict the reaction product. The product is: [Br:25][C:26]1[CH:27]=[C:28]([C:32]([N:50]2[CH2:49][CH2:48][N:47]([S:51]([C:54]3[CH:55]=[CH:56][C:57]([C:60]([F:63])([F:61])[F:62])=[CH:58][CH:59]=3)(=[O:52])=[O:53])[CH2:46][C@@H:45]2[CH3:44])=[O:34])[CH:29]=[N:30][CH:31]=1.